From a dataset of Reaction yield outcomes from USPTO patents with 853,638 reactions. Predict the reaction yield, written as a fraction of the theoretical maximum amount of product (1.0 means a 100% yield; for example, 0.34 means a 34% yield). The reactants are [OH:1][C@:2]([CH3:38])([CH2:36][I:37])[C:3](=[O:35])[C@@H:4]([NH:12][C:13](=[O:34])[C@@H:14]([NH:18][C:19](=[O:33])[C@@H:20]([NH:24][C:25]([C:27]1[S:31][C:30]([CH3:32])=[N:29][CH:28]=1)=[O:26])[CH2:21][O:22][CH3:23])[CH2:15][O:16][CH3:17])[CH2:5][C:6]1[CH:11]=[CH:10][CH:9]=[CH:8][CH:7]=1.[Cl:39][CH2:40][C:41](O[C:41](=[O:42])[CH2:40][Cl:39])=[O:42]. The catalyst is CN(C1C=CN=CC=1)C.C(Cl)Cl. The product is [Cl:39][CH2:40][C:41]([O:1][C@@:2]([CH3:38])([C:3](=[O:35])[C@@H:4]([NH:12][C:13](=[O:34])[C@@H:14]([NH:18][C:19](=[O:33])[C@@H:20]([NH:24][C:25]([C:27]1[S:31][C:30]([CH3:32])=[N:29][CH:28]=1)=[O:26])[CH2:21][O:22][CH3:23])[CH2:15][O:16][CH3:17])[CH2:5][C:6]1[CH:7]=[CH:8][CH:9]=[CH:10][CH:11]=1)[CH2:36][I:37])=[O:42]. The yield is 0.590.